Dataset: Full USPTO retrosynthesis dataset with 1.9M reactions from patents (1976-2016). Task: Predict the reactants needed to synthesize the given product. (1) Given the product [C:31]([O:35][C:36](=[O:41])[NH:37][CH2:38][C:39]#[C:40][C:24]1[CH:25]=[C:26]2[C:21](=[CH:22][CH:23]=1)[N:20]=[CH:19][N:18]=[C:17]2[NH:16][C:12]1[CH:11]=[C:10]2[C:15](=[CH:14][CH:13]=1)[N:7]([CH2:6][C:5]1[CH:28]=[CH:29][CH:30]=[C:3]([F:2])[CH:4]=1)[N:8]=[CH:9]2)([CH3:34])([CH3:33])[CH3:32], predict the reactants needed to synthesize it. The reactants are: Cl.[F:2][C:3]1[CH:4]=[C:5]([CH:28]=[CH:29][CH:30]=1)[CH2:6][N:7]1[C:15]2[C:10](=[CH:11][C:12]([NH:16][C:17]3[C:26]4[C:21](=[CH:22][CH:23]=[C:24](I)[CH:25]=4)[N:20]=[CH:19][N:18]=3)=[CH:13][CH:14]=2)[CH:9]=[N:8]1.[C:31]([O:35][C:36](=[O:41])[NH:37][CH2:38][C:39]#[CH:40])([CH3:34])([CH3:33])[CH3:32].N(C(C)C)C(C)C. (2) Given the product [N:16]1[CH:15]=[C:14]([NH:17][C:18]([NH:20][CH2:21][CH2:22][CH2:23][CH2:24][N:25]2[CH2:30][CH2:29][CH2:28][CH2:27][CH2:26]2)=[O:19])[CH:13]=[CH:12][C:11]=1[C:3]1[CH:2]=[N:1][CH:6]=[CH:5][CH:4]=1, predict the reactants needed to synthesize it. The reactants are: [N:1]1[CH:6]=[CH:5][CH:4]=[C:3](B(O)O)[CH:2]=1.Br[C:11]1[N:16]=[CH:15][C:14]([NH:17][C:18]([NH:20][CH2:21][CH2:22][CH2:23][CH2:24][N:25]2[CH2:30][CH2:29][CH2:28][CH2:27][CH2:26]2)=[O:19])=[CH:13][CH:12]=1.C(=O)([O-])[O-].[Na+].[Na+]. (3) Given the product [I:1][C:2]1[CH:8]=[CH:7][C:5]([NH:6][C:9]([NH2:11])=[S:10])=[CH:4][CH:3]=1, predict the reactants needed to synthesize it. The reactants are: [I:1][C:2]1[CH:8]=[CH:7][C:5]([NH2:6])=[CH:4][CH:3]=1.[C:9](N1C=CN=C1)([N:11]1C=CN=C1)=[S:10].N. (4) Given the product [Cl:1][C:2]1[CH:3]=[CH:4][C:5]([I:11])=[C:6]([CH2:7][OH:8])[CH:10]=1, predict the reactants needed to synthesize it. The reactants are: [Cl:1][C:2]1[CH:3]=[CH:4][C:5]([I:11])=[C:6]([CH:10]=1)[C:7](O)=[O:8]. (5) Given the product [NH2:3][CH2:2][CH2:1][NH:4][C:42]([C:39]1[CH:40]=[CH:41][C:33]2[C:32]3[S:45][C:29]([C:24]4[N:23]([C:18]5[CH:19]=[CH:20][CH:21]=[CH:22][C:17]=5[Cl:16])[C:27](=[O:28])[NH:26][N:25]=4)=[CH:30][C:31]=3[CH2:37][CH2:36][O:35][C:34]=2[CH:38]=1)=[O:43], predict the reactants needed to synthesize it. The reactants are: [CH2:1]([NH2:4])[CH2:2][NH2:3].N1C=CC=CC=1.C1COCC1.[Cl:16][C:17]1[CH:22]=[CH:21][CH:20]=[CH:19][C:18]=1[N:23]1[C:27](=[O:28])[NH:26][N:25]=[C:24]1[C:29]1[S:45][C:32]2[C:33]3[CH:41]=[CH:40][C:39]([C:42](Cl)=[O:43])=[CH:38][C:34]=3[O:35][CH2:36][CH2:37][C:31]=2[CH:30]=1. (6) Given the product [C:48]([C:43]1[CH:44]=[C:45]2[C:40](=[C:41]([F:52])[CH:42]=1)[C:39](=[O:53])[N:38]([C:7]1[C:6]([CH2:5][OH:4])=[C:11]([C:12]3[CH:17]=[C:16]([NH:18][C:19]4[CH:24]=[CH:23][C:22]([N:25]5[CH2:30][CH2:29][N:28]([CH:31]6[CH2:34][O:33][CH2:32]6)[CH2:27][C@@H:26]5[CH3:35])=[CH:21][N:20]=4)[C:15](=[O:36])[N:14]([CH3:37])[N:13]=3)[CH:10]=[CH:9][N:8]=1)[N:47]=[CH:46]2)([CH3:50])([CH3:49])[CH3:51], predict the reactants needed to synthesize it. The reactants are: C([O:4][CH2:5][C:6]1[C:7]([N:38]2[N:47]=[CH:46][C:45]3[C:40](=[C:41]([F:52])[CH:42]=[C:43]([C:48]([CH3:51])([CH3:50])[CH3:49])[CH:44]=3)[C:39]2=[O:53])=[N:8][CH:9]=[CH:10][C:11]=1[C:12]1[CH:17]=[C:16]([NH:18][C:19]2[CH:24]=[CH:23][C:22]([N:25]3[CH2:30][CH2:29][N:28]([CH:31]4[CH2:34][O:33][CH2:32]4)[CH2:27][C@@H:26]3[CH3:35])=[CH:21][N:20]=2)[C:15](=[O:36])[N:14]([CH3:37])[N:13]=1)(=O)C.[OH-].[Li+].